From a dataset of Forward reaction prediction with 1.9M reactions from USPTO patents (1976-2016). Predict the product of the given reaction. (1) Given the reactants [C:1](OC(N1CCCC1)=O)(C)(C)C.[CH3:13][O:14][C:15](=[O:53])[NH:16][CH:17]([C:21]([N:23]1[CH2:27][CH2:26][CH2:25][CH:24]1[C:28]1[N:29](COCC[Si](C)(C)C)[C:30]([C:33]2[CH:38]=[CH:37][C:36]([N:39]3[CH2:44][CH2:43][NH:42][CH2:41][CH2:40]3)=[CH:35][CH:34]=2)=[CH:31][N:32]=1)=[O:22])[CH:18]([CH3:20])[CH3:19].[C:54]([O:58][C:59]([N:61]1[CH2:65][CH2:64][CH2:63][CH:62]1[C:66]1[N:67]([CH2:74][O:75][CH2:76][CH2:77][Si:78]([CH3:81])([CH3:80])[CH3:79])[CH:68]=[C:69]([C:71](O)=[O:72])[N:70]=1)=[O:60])([CH3:57])([CH3:56])[CH3:55].CN(C(ON1N=NC2C=CC=NC1=2)=[N+](C)C)C.F[P-](F)(F)(F)(F)F.CN1CCOCC1, predict the reaction product. The product is: [C:54]([O:58][C:59]([N:61]1[CH2:65][CH2:64][CH2:63][CH:62]1[C:66]1[N:67]([CH2:74][O:75][CH2:76][CH2:77][Si:78]([CH3:81])([CH3:80])[CH3:79])[CH:68]=[C:69]([C:71]([N:42]2[CH2:43][CH2:44][N:39]([C:36]3[CH:37]=[CH:38][C:33]([C:30]4[N:29]([CH3:1])[C:28]([CH:24]5[CH2:25][CH2:26][CH2:27][N:23]5[C:21](=[O:22])[CH:17]([NH:16][C:15]([O:14][CH3:13])=[O:53])[CH:18]([CH3:20])[CH3:19])=[N:32][CH:31]=4)=[CH:34][CH:35]=3)[CH2:40][CH2:41]2)=[O:72])[N:70]=1)=[O:60])([CH3:57])([CH3:56])[CH3:55]. (2) Given the reactants [H-].[Na+].[C:3]1([N:13]2[CH2:18][CH2:17][NH:16][CH2:15][CH2:14]2)[C:12]2[C:7](=[CH:8][CH:9]=[CH:10][CH:11]=2)[CH:6]=[CH:5][CH:4]=1.[Cl:19][C:20]1[CH:25]=[CH:24][CH:23]=[CH:22][C:21]=1[CH:26]1[C:31]([C:32]#[N:33])=[C:30]([CH2:34]Br)[NH:29][C:28]2=[N:36][NH:37][CH:38]=[C:27]12.O, predict the reaction product. The product is: [ClH:19].[ClH:19].[ClH:19].[Cl:19][C:20]1[CH:25]=[CH:24][CH:23]=[CH:22][C:21]=1[CH:26]1[C:31]([C:32]#[N:33])=[C:30]([CH2:34][N:16]2[CH2:17][CH2:18][N:13]([C:3]3[C:12]4[C:7](=[CH:8][CH:9]=[CH:10][CH:11]=4)[CH:6]=[CH:5][CH:4]=3)[CH2:14][CH2:15]2)[NH:29][C:28]2=[N:36][NH:37][CH:38]=[C:27]12. (3) Given the reactants Cl[C:2]1[C:7]([CH2:8][OH:9])=[CH:6][CH:5]=[CH:4][N:3]=1.[CH3:10][N:11]1[C:15](B2OC(C)(C)C(C)(C)O2)=[CH:14][CH:13]=[N:12]1.[OH:25][C:26]1[CH:33]=[CH:32][CH:31]=[C:30](OCOC)[C:27]=1[CH:28]=[O:29], predict the reaction product. The product is: [OH:25][C:26]1[CH:33]=[CH:32][CH:31]=[C:30]([O:9][CH2:8][C:7]2[C:2]([C:15]3[N:11]([CH3:10])[N:12]=[CH:13][CH:14]=3)=[N:3][CH:4]=[CH:5][CH:6]=2)[C:27]=1[CH:28]=[O:29]. (4) The product is: [NH2:13][C:9]1[CH:8]=[C:7]([O:6][CH3:5])[CH:12]=[CH:11][C:10]=1[C:14](=[O:21])[CH3:15]. Given the reactants ClB(Cl)Cl.[CH3:5][O:6][C:7]1[CH:12]=[CH:11][CH:10]=[C:9]([NH2:13])[CH:8]=1.[C:14](#N)[CH3:15].[Cl-].[Al+3].[Cl-].[Cl-].[OH-:21].[Na+], predict the reaction product. (5) Given the reactants [CH:1]1[CH:2]=[N:3][C:4]([N:7]2[CH2:12][CH2:11][N:10]([CH2:13][CH2:14][CH2:15][CH2:16][N:17]3[C:27](=[O:28])[CH:26]([OH:29])[C:21]4([CH2:25][CH2:24][CH2:23][CH2:22]4)[CH2:20][C:18]3=[O:19])[CH2:9][CH2:8]2)=[N:5][CH:6]=1, predict the reaction product. The product is: [CH:1]1[CH:6]=[N:5][C:4]([N:7]2[CH2:8][CH2:9][N:10]([CH2:13][CH2:14][CH2:15][CH2:16][N:17]3[C:27](=[O:28])[CH:26]([OH:29])[C:21]4([CH2:25][CH2:24][CH2:23][CH2:22]4)[CH2:20][C:18]3=[O:19])[CH2:11][CH2:12]2)=[N:3][CH:2]=1.[CH:1]1[CH:6]=[N:5][C:4]([N:7]2[CH2:12][CH2:11][N:10]([CH2:13][CH2:14][CH2:15][CH2:16][N:17]3[C:27](=[O:28])[CH2:26][C:21]4([CH2:22][CH2:23][CH2:24][CH2:25]4)[CH2:20][C:18]3=[O:19])[CH2:9][CH2:8]2)=[N:3][CH:2]=1. (6) Given the reactants [CH2:1]([N:3]1[C:12]2[C@@:7]([CH3:27])([C@H:8]3[CH2:19][CH2:18][C@@:17]4([CH3:20])[C@@H:13]([CH2:14][CH:15]=[C:16]4[C:21]4[CH:26]=[N:25][CH:24]=[CH:23][N:22]=4)[C@@H:9]3[CH2:10][CH:11]=2)[CH2:6][CH2:5][C:4]1=[O:28])[CH3:2].[CH3:29]C1C=NC=C([Sn](CCCC)(CCCC)CCCC)N=1.C(N1C2[C@@](C)([C@H]3CC[C@@]4(C)[C@@H](CC=C4C4C=NC=C(OC)N=4)[C@@H]3CC=2)CCC1=O)C, predict the reaction product. The product is: [CH2:1]([N:3]1[C:12]2[C@@:7]([CH3:27])([C@H:8]3[CH2:19][CH2:18][C@@:17]4([CH3:20])[C@@H:13]([CH2:14][CH:15]=[C:16]4[C:21]4[CH:26]=[N:25][CH:24]=[C:23]([CH3:29])[N:22]=4)[C@@H:9]3[CH2:10][CH:11]=2)[CH2:6][CH2:5][C:4]1=[O:28])[CH3:2]. (7) Given the reactants Cl.Cl.[O:3]1[C:8]2=[CH:9][CH:10]=[CH:11][C:7]2=[C:6]([CH:12]2[CH2:17][CH2:16][CH2:15][CH2:14][N:13]2[CH2:18][CH2:19][C@H:20]2[CH2:25][CH2:24][C@H:23]([NH2:26])[CH2:22][CH2:21]2)[CH:5]=[CH:4]1.[O:27]1[CH2:32][CH2:31][CH:30]([C:33](O)=[O:34])[CH2:29][CH2:28]1, predict the reaction product. The product is: [O:3]1[C:8]2=[CH:9][CH:10]=[CH:11][C:7]2=[C:6]([CH:12]2[CH2:17][CH2:16][CH2:15][CH2:14][N:13]2[CH2:18][CH2:19][C@H:20]2[CH2:21][CH2:22][C@H:23]([NH:26][C:33]([CH:30]3[CH2:31][CH2:32][O:27][CH2:28][CH2:29]3)=[O:34])[CH2:24][CH2:25]2)[CH:5]=[CH:4]1. (8) Given the reactants [NH2:1][C:2]1[C:15]2[C:14](=[O:16])[C:13]3[C:8](=[CH:9][CH:10]=[CH:11][CH:12]=3)[C:7](=[O:17])[C:6]=2[CH:5]=[CH:4][C:3]=1[NH2:18].[CH:19]([CH:21]=O)=O, predict the reaction product. The product is: [N:1]1[C:2]2[C:15]3[C:14](=[O:16])[C:13]4[C:8]([C:7](=[O:17])[C:6]=3[CH:5]=[CH:4][C:3]=2[N:18]=[CH:21][CH:19]=1)=[CH:9][CH:10]=[CH:11][CH:12]=4. (9) Given the reactants Br[C:2]1[C:7](=[O:8])[C:6]([O:9][CH3:10])=[CH:5][N:4]([C:11]2[C:24]([F:25])=[CH:23][C:14]3[O:15][C:16]([F:22])([F:21])[C:17]([F:20])([F:19])[O:18][C:13]=3[CH:12]=2)[N:3]=1.[C:26]1([N:32]2[C:36](B3OC(C)(C)C(C)(C)O3)=[CH:35][CH:34]=[N:33]2)[CH:31]=[CH:30][CH:29]=[CH:28][CH:27]=1.C([O-])([O-])=O.[K+].[K+], predict the reaction product. The product is: [CH3:10][O:9][C:6]1[C:7](=[O:8])[C:2]([C:36]2[N:32]([C:26]3[CH:27]=[CH:28][CH:29]=[CH:30][CH:31]=3)[N:33]=[CH:34][CH:35]=2)=[N:3][N:4]([C:11]2[C:24]([F:25])=[CH:23][C:14]3[O:15][C:16]([F:22])([F:21])[C:17]([F:20])([F:19])[O:18][C:13]=3[CH:12]=2)[CH:5]=1.